This data is from Catalyst prediction with 721,799 reactions and 888 catalyst types from USPTO. The task is: Predict which catalyst facilitates the given reaction. Reactant: [Cl:1][C:2]1[CH:7]=[CH:6][C:5]([C:8]2[S:12][C:11]([C:13]([OH:15])=O)=[C:10]([CH3:16])[CH:9]=2)=[CH:4][CH:3]=1.C(Cl)(=O)C(Cl)=O.[CH3:23][O:24][C:25]1[CH:26]=[C:27]([NH2:42])[CH:28]=[CH:29][C:30]=1[O:31][Si:32]([CH:39]([CH3:41])[CH3:40])([CH:36]([CH3:38])[CH3:37])[CH:33]([CH3:35])[CH3:34].CCN(CC)CC. Product: [CH3:23][O:24][C:25]1[CH:26]=[C:27]([NH:42][C:13]([C:11]2[S:12][C:8]([C:5]3[CH:4]=[CH:3][C:2]([Cl:1])=[CH:7][CH:6]=3)=[CH:9][C:10]=2[CH3:16])=[O:15])[CH:28]=[CH:29][C:30]=1[O:31][Si:32]([CH:36]([CH3:38])[CH3:37])([CH:39]([CH3:41])[CH3:40])[CH:33]([CH3:35])[CH3:34]. The catalyst class is: 59.